Dataset: Full USPTO retrosynthesis dataset with 1.9M reactions from patents (1976-2016). Task: Predict the reactants needed to synthesize the given product. Given the product [Cl:23][CH2:3][C:2]([C:9]1[CH:14]=[CH:13][CH:12]=[C:11]([C:15]([OH:17])=[O:16])[N:10]=1)=[O:1], predict the reactants needed to synthesize it. The reactants are: [O:1]=[C:2]([C:9]1[CH:14]=[CH:13][CH:12]=[C:11]([C:15]([O:17]C)=[O:16])[N:10]=1)[CH2:3]C(OCC)=O.O.S(Cl)([Cl:23])(=O)=O.